This data is from Orexin1 receptor HTS with 218,158 compounds and 233 confirmed actives. The task is: Binary Classification. Given a drug SMILES string, predict its activity (active/inactive) in a high-throughput screening assay against a specified biological target. (1) The drug is FC(F)(F)c1c(cccc1)/C=N\NC(=O)c1cc2[nH]cnc2cc1. The result is 0 (inactive). (2) The drug is O1C(Nc2c(NC(=O)C)ccc(NC(=O)C)c2)C(O)C(O)C(O)C1. The result is 0 (inactive). (3) The compound is S(CCCC\C=C(/NC(=O)C1C(C1)(C)C)C([O-])=O)CC(N)C(O)=O. The result is 0 (inactive). (4) The drug is Brc1cc(NC(=O)COC(=O)Cc2ccc(OC)cc2)ccc1. The result is 0 (inactive). (5) The molecule is O1CCN(CC1)c1c([N+]([O-])=O)cc(NC(=O)C)cc1. The result is 0 (inactive). (6) The molecule is [O-][N+](=O)c1c(Nc2c(ccc(c2)C)C)c2ncccc2c([N+]([O-])=O)c1. The result is 0 (inactive). (7) The result is 0 (inactive). The molecule is Clc1cc2c(Nc3cc4OCCOc4cc3)cc(nc2cc1)C. (8) The result is 0 (inactive). The compound is O=C(NC1CCCC1)C(N(c1ccc(OC)cc1)C(=O)CCC(=O)Nc1noc(c1)C)c1occc1. (9) The molecule is S(=O)(=O)(N1CCC(CC1)C(=O)NCc1c(OC)cccc1)c1cc2CC(N(C(=O)C3CC3)c2cc1)C. The result is 0 (inactive).